From a dataset of Forward reaction prediction with 1.9M reactions from USPTO patents (1976-2016). Predict the product of the given reaction. (1) Given the reactants [CH2:1]([O:3][C:4]([CH:6]1[CH2:11][CH2:10][N:9]([C:12]([O:14][C:15]([CH3:18])([CH3:17])[CH3:16])=[O:13])[CH2:8][CH:7]1[NH2:19])=[O:5])[CH3:2].Cl.[CH3:21][C:22]1[CH:31]=[C:30]([CH2:32][O:33][C:34]2[CH:39]=[CH:38][C:37]([S:40](Cl)(=[O:42])=[O:41])=[CH:36][CH:35]=2)[C:29]2[C:24](=[CH:25][CH:26]=[CH:27][CH:28]=2)[N:23]=1.C([O-])(O)=O.[Na+], predict the reaction product. The product is: [CH2:1]([O:3][C:4]([CH:6]1[CH2:11][CH2:10][N:9]([C:12]([O:14][C:15]([CH3:18])([CH3:17])[CH3:16])=[O:13])[CH2:8][CH:7]1[NH:19][S:40]([C:37]1[CH:38]=[CH:39][C:34]([O:33][CH2:32][C:30]2[C:29]3[C:24](=[CH:25][CH:26]=[CH:27][CH:28]=3)[N:23]=[C:22]([CH3:21])[CH:31]=2)=[CH:35][CH:36]=1)(=[O:41])=[O:42])=[O:5])[CH3:2]. (2) Given the reactants C[N:2](C)/[CH:3]=[CH:4]/[C:5]([C:7]1[CH:12]=[CH:11][CH:10]=[CH:9][CH:8]=1)=O.O.[NH2:15]N, predict the reaction product. The product is: [C:7]1([C:5]2[CH:4]=[CH:3][NH:2][N:15]=2)[CH:12]=[CH:11][CH:10]=[CH:9][CH:8]=1. (3) Given the reactants Cl[C:2]1[C:7]([NH:8][CH:9]=O)=[C:6]([NH:11][C@@H:12]2[CH2:16][C@H:15]([CH2:17][OH:18])[CH:14]=[CH:13]2)[N:5]=[C:4]([NH:19][C:20](=[O:24])[CH:21]([CH3:23])[CH3:22])[N:3]=1.Cl.C(O)(C)C.C(OCC)(OCC)OCC.C([O-])(O)=O.[Na+].[CH:45]1([NH2:48])[CH2:47][CH2:46]1, predict the reaction product. The product is: [CH:45]1([NH:48][C:2]2[N:3]=[C:4]([NH:19][C:20](=[O:24])[CH:21]([CH3:23])[CH3:22])[N:5]=[C:6]3[C:7]=2[N:8]=[CH:9][N:11]3[C@@H:12]2[CH2:16][C@H:15]([CH2:17][OH:18])[CH:14]=[CH:13]2)[CH2:47][CH2:46]1. (4) Given the reactants [N+:1]([C:4]1[CH:5]=[C:6]([CH:10](O)[CH3:11])[CH:7]=[CH:8][CH:9]=1)([O-:3])=[O:2].[BrH:13], predict the reaction product. The product is: [Br:13][CH:10]([C:6]1[CH:7]=[CH:8][CH:9]=[C:4]([N+:1]([O-:3])=[O:2])[CH:5]=1)[CH3:11]. (5) Given the reactants [CH2:1]([O:4][N:5]([C@H:18]1[CH2:23][N:22]([C:24]([O:26][C:27]([CH3:30])([CH3:29])[CH3:28])=[O:25])[C@H:21]([CH2:31][O:32][Si](C(C)(C)C)(C)C)[C:20]([CH2:40][CH3:41])=[CH:19]1)[S:6]([C:9]1[CH:14]=[CH:13][CH:12]=[CH:11][C:10]=1[N+:15]([O-:17])=[O:16])(=[O:8])=[O:7])[CH:2]=[CH2:3].C(ON([C@H]1CN(C(OC(C)(C)C)=O)[C@H](CO)C=C1C)S(C1C=CC=CC=1[N+]([O-])=O)(=O)=O)C=C, predict the reaction product. The product is: [CH2:1]([O:4][N:5]([C@H:18]1[CH2:23][N:22]([C:24]([O:26][C:27]([CH3:28])([CH3:29])[CH3:30])=[O:25])[C@H:21]([CH2:31][OH:32])[C:20]([CH2:40][CH3:41])=[CH:19]1)[S:6]([C:9]1[CH:14]=[CH:13][CH:12]=[CH:11][C:10]=1[N+:15]([O-:17])=[O:16])(=[O:8])=[O:7])[CH:2]=[CH2:3].